From a dataset of Catalyst prediction with 721,799 reactions and 888 catalyst types from USPTO. Predict which catalyst facilitates the given reaction. Reactant: [CH:1]1[C:14]2[C:5](=[N:6][C:7]3[C:12]([N:13]=2)=[CH:11][CH:10]=[CH:9][CH:8]=3)[CH:4]=[CH:3][CH:2]=1.[S:15]([O:20]C)([O:18][CH3:19])(=[O:17])=[O:16]. Product: [CH3:19][N+:6]1[C:5]2[C:14](=[CH:1][CH:2]=[CH:3][CH:4]=2)[N:13]=[C:12]2[C:7]=1[CH:8]=[CH:9][CH:10]=[CH:11]2.[CH3:19][O:18][S:15]([O-:20])(=[O:17])=[O:16]. The catalyst class is: 641.